Dataset: NCI-60 drug combinations with 297,098 pairs across 59 cell lines. Task: Regression. Given two drug SMILES strings and cell line genomic features, predict the synergy score measuring deviation from expected non-interaction effect. (1) Drug 1: CC1C(C(CC(O1)OC2CC(CC3=C2C(=C4C(=C3O)C(=O)C5=C(C4=O)C(=CC=C5)OC)O)(C(=O)CO)O)N)O.Cl. Drug 2: C1=C(C(=O)NC(=O)N1)N(CCCl)CCCl. Cell line: SF-539. Synergy scores: CSS=37.2, Synergy_ZIP=7.18, Synergy_Bliss=9.15, Synergy_Loewe=6.90, Synergy_HSA=8.54. (2) Drug 1: C1=CN(C=N1)CC(O)(P(=O)(O)O)P(=O)(O)O. Drug 2: COCCOC1=C(C=C2C(=C1)C(=NC=N2)NC3=CC=CC(=C3)C#C)OCCOC.Cl. Cell line: U251. Synergy scores: CSS=1.12, Synergy_ZIP=-1.89, Synergy_Bliss=-1.46, Synergy_Loewe=-1.61, Synergy_HSA=-0.882. (3) Drug 1: CC=C1C(=O)NC(C(=O)OC2CC(=O)NC(C(=O)NC(CSSCCC=C2)C(=O)N1)C(C)C)C(C)C. Drug 2: CNC(=O)C1=NC=CC(=C1)OC2=CC=C(C=C2)NC(=O)NC3=CC(=C(C=C3)Cl)C(F)(F)F. Cell line: UACC-257. Synergy scores: CSS=22.3, Synergy_ZIP=0.112, Synergy_Bliss=0.614, Synergy_Loewe=-51.6, Synergy_HSA=-0.0602. (4) Drug 1: CCN(CC)CCCC(C)NC1=C2C=C(C=CC2=NC3=C1C=CC(=C3)Cl)OC. Drug 2: CC(C)CN1C=NC2=C1C3=CC=CC=C3N=C2N. Cell line: TK-10. Synergy scores: CSS=28.4, Synergy_ZIP=-6.18, Synergy_Bliss=-0.412, Synergy_Loewe=1.26, Synergy_HSA=1.03. (5) Drug 1: C1=NC2=C(N=C(N=C2N1C3C(C(C(O3)CO)O)O)F)N. Drug 2: CCC1=C2CN3C(=CC4=C(C3=O)COC(=O)C4(CC)O)C2=NC5=C1C=C(C=C5)O. Cell line: 786-0. Synergy scores: CSS=5.36, Synergy_ZIP=-7.86, Synergy_Bliss=-8.09, Synergy_Loewe=-30.8, Synergy_HSA=-9.77. (6) Drug 1: CN1CCC(CC1)COC2=C(C=C3C(=C2)N=CN=C3NC4=C(C=C(C=C4)Br)F)OC. Drug 2: C1CC(C1)(C(=O)O)C(=O)O.[NH2-].[NH2-].[Pt+2]. Cell line: PC-3. Synergy scores: CSS=21.9, Synergy_ZIP=-2.63, Synergy_Bliss=0.249, Synergy_Loewe=1.92, Synergy_HSA=2.88.